Dataset: Forward reaction prediction with 1.9M reactions from USPTO patents (1976-2016). Task: Predict the product of the given reaction. Given the reactants [H-].[Al+3].[Li+].[H-].[H-].[H-].[NH2:7][C:8]1[C:15]([CH3:16])=[CH:14][C:11]([C:12]#[N:13])=[CH:10][C:9]=1[CH3:17], predict the reaction product. The product is: [NH2:7][C:8]1[C:9]([CH3:17])=[CH:10][C:11]([CH2:12][NH2:13])=[CH:14][C:15]=1[CH3:16].